From a dataset of Reaction yield outcomes from USPTO patents with 853,638 reactions. Predict the reaction yield, written as a fraction of the theoretical maximum amount of product (1.0 means a 100% yield; for example, 0.34 means a 34% yield). The reactants are CC1C=CC(S(O[CH2:12][CH2:13][CH2:14][C:15]2[C:23]3[C:18](=[CH:19][CH:20]=[C:21]([F:24])[CH:22]=3)[NH:17][CH:16]=2)(=O)=O)=CC=1.[CH3:25][C:26]1[N:27]=[C:28]([N:34]2[CH2:39][CH2:38][NH:37][CH2:36][CH2:35]2)[S:29][C:30]=1[C:31]([NH2:33])=[O:32].C(=O)([O-])[O-].[K+].[K+].[I-].[K+]. The catalyst is C(#N)C. The product is [F:24][C:21]1[CH:22]=[C:23]2[C:18](=[CH:19][CH:20]=1)[NH:17][CH:16]=[C:15]2[CH2:14][CH2:13][CH2:12][N:37]1[CH2:38][CH2:39][N:34]([C:28]2[S:29][C:30]([C:31]([NH2:33])=[O:32])=[C:26]([CH3:25])[N:27]=2)[CH2:35][CH2:36]1. The yield is 0.850.